Dataset: Forward reaction prediction with 1.9M reactions from USPTO patents (1976-2016). Task: Predict the product of the given reaction. (1) Given the reactants S(=O)(=O)(O)O.[I:6][C:7]1[CH:12]=[CH:11][C:10]([CH2:13][C:14]([OH:16])=[O:15])=[CH:9][CH:8]=1.C(=O)(O)[O-].[Na+].[CH2:22](O)[CH3:23], predict the reaction product. The product is: [I:6][C:7]1[CH:8]=[CH:9][C:10]([CH2:13][C:14]([O:16][CH2:22][CH3:23])=[O:15])=[CH:11][CH:12]=1. (2) Given the reactants [CH2:1]([N:8]1[C:12]2=[N:13][CH:14]=[C:15]([NH:17][C:18]3[CH:27]=[CH:26][C:25]([Cl:28])=[CH:24][C:19]=3[C:20]([O:22]C)=[O:21])[CH:16]=[C:11]2[CH:10]=[CH:9]1)[C:2]1[CH:7]=[CH:6][CH:5]=[CH:4][CH:3]=1.[OH-].[Na+].O.Cl, predict the reaction product. The product is: [CH2:1]([N:8]1[C:12]2=[N:13][CH:14]=[C:15]([NH:17][C:18]3[CH:27]=[CH:26][C:25]([Cl:28])=[CH:24][C:19]=3[C:20]([OH:22])=[O:21])[CH:16]=[C:11]2[CH:10]=[CH:9]1)[C:2]1[CH:3]=[CH:4][CH:5]=[CH:6][CH:7]=1. (3) Given the reactants C([Si](C(C)C)(C(C)C)[O:5][C:6]([C:9]1[S:10][CH:11]=[CH:12][N:13]=1)=[CH:7][Cl:8])(C)C, predict the reaction product. The product is: [Cl:8][CH2:7][C:6]([C:9]1[S:10][CH:11]=[CH:12][N:13]=1)=[O:5].